From a dataset of Reaction yield outcomes from USPTO patents with 853,638 reactions. Predict the reaction yield, written as a fraction of the theoretical maximum amount of product (1.0 means a 100% yield; for example, 0.34 means a 34% yield). (1) The reactants are [F:1][C:2]1[CH:3]=[C:4]([NH:10][C:11]2[C:16]([C:17]3[N:22]=[C:21]([CH3:23])[N:20]=[C:19]([N:24](CC4C=CC(OC)=CC=4)CC4C=CC(OC)=CC=4)[N:18]=3)=[CH:15][C:14]([CH2:43][C:44]3[CH:49]=[CH:48][C:47]([S:50]([CH3:53])(=[O:52])=[O:51])=[CH:46][CH:45]=3)=[CH:13][N:12]=2)[CH:5]=[N:6][C:7]=1[O:8][CH3:9].FC(F)(F)C(O)=O. No catalyst specified. The product is [F:1][C:2]1[CH:3]=[C:4]([NH:10][C:11]2[C:16]([C:17]3[N:22]=[C:21]([CH3:23])[N:20]=[C:19]([NH2:24])[N:18]=3)=[CH:15][C:14]([CH2:43][C:44]3[CH:49]=[CH:48][C:47]([S:50]([CH3:53])(=[O:51])=[O:52])=[CH:46][CH:45]=3)=[CH:13][N:12]=2)[CH:5]=[N:6][C:7]=1[O:8][CH3:9]. The yield is 0.240. (2) The reactants are [Cl:1][C:2]1[CH:3]=[C:4]([NH2:13])[CH:5]=[CH:6][C:7]=1[O:8][C:9]([F:12])([F:11])[F:10].N1C(C)=CC=CC=1C.Br[CH2:23][CH2:24][C:25]([O:27][C:28]([CH3:31])([CH3:30])[CH3:29])=[O:26]. The catalyst is C1(C)C=CC=CC=1. The product is [C:28]([O:27][C:25](=[O:26])[CH2:24][CH2:23][NH:13][C:4]1[CH:5]=[CH:6][C:7]([O:8][C:9]([F:11])([F:12])[F:10])=[C:2]([Cl:1])[CH:3]=1)([CH3:31])([CH3:30])[CH3:29]. The yield is 0.600. (3) The reactants are [OH:1][CH:2]1[C:6](=O)[N:5]([C@@H:8]([C:10]2[CH:15]=[CH:14][CH:13]=[CH:12][CH:11]=2)[CH3:9])[CH2:4][C@:3]1([CH3:23])[C:16]([O:18][C:19]([CH3:22])([CH3:21])[CH3:20])=[O:17].B. The catalyst is O1CCCC1. The product is [OH:1][CH:2]1[CH2:6][N:5]([C@@H:8]([C:10]2[CH:11]=[CH:12][CH:13]=[CH:14][CH:15]=2)[CH3:9])[CH2:4][C@:3]1([CH3:23])[C:16]([O:18][C:19]([CH3:22])([CH3:21])[CH3:20])=[O:17]. The yield is 0.310. (4) The product is [CH3:1][N:2]([CH2:13][C:14]1[N:18]([CH2:19][CH:20]2[CH2:24][CH2:23][NH:22][CH2:21]2)[C:17]2[CH:32]=[CH:33][CH:34]=[CH:35][C:16]=2[N:15]=1)[CH:3]1[C:12]2[N:11]=[CH:10][CH:9]=[CH:8][C:7]=2[CH2:6][CH2:5][CH2:4]1. The yield is 0.470. The reactants are [CH3:1][N:2]([CH2:13][C:14]1[N:18]([CH2:19][CH:20]2[CH2:24][CH2:23][N:22](C(OC(C)(C)C)=O)[CH2:21]2)[C:17]2[CH:32]=[CH:33][CH:34]=[CH:35][C:16]=2[N:15]=1)[CH:3]1[C:12]2[N:11]=[CH:10][CH:9]=[CH:8][C:7]=2[CH2:6][CH2:5][CH2:4]1.CN(CC1N(CC2CCNCC2)C2C=CC=CC=2N=1)C1C2N=CC=CC=2CCC1. No catalyst specified. (5) The reactants are [CH2:1]([C:5]1[N:6]=[C:7]([CH3:27])[NH:8][C:9](=[O:26])[C:10]=1[CH2:11][C:12]1[CH:17]=[CH:16][C:15]([C:18]2[C:19]([C:24]#[N:25])=[CH:20][CH:21]=[CH:22][CH:23]=2)=[CH:14][CH:13]=1)[CH2:2][CH2:3][CH3:4].C(=O)([O-])[O-].[K+].[K+].Cl.Cl[CH2:36][C:37]1[N:38]=[C:39]([CH3:42])[S:40][CH:41]=1.CN(C)C=O. The catalyst is C(OCC)(=O)C. The product is [CH2:1]([C:5]1[N:6]=[C:7]([CH3:27])[N:8]([CH2:36][C:37]2[N:38]=[C:39]([CH3:42])[S:40][CH:41]=2)[C:9](=[O:26])[C:10]=1[CH2:11][C:12]1[CH:17]=[CH:16][C:15]([C:18]2[C:19]([C:24]#[N:25])=[CH:20][CH:21]=[CH:22][CH:23]=2)=[CH:14][CH:13]=1)[CH2:2][CH2:3][CH3:4]. The yield is 0.550. (6) The reactants are [NH2:1][CH2:2][CH2:3][NH:4][C:5]1[CH:13]=[CH:12][CH:11]=[C:10]([N+:14]([O-:16])=[O:15])[C:6]=1[C:7](O)=[O:8].C1C=CC2N(O)N=NC=2C=1.F[P-](F)(F)(F)(F)F.N1(O[P+](N(C)C)(N(C)C)N(C)C)C2C=CC=CC=2N=N1.CN1CCOCC1. The catalyst is CN(C=O)C.C(OCC)(=O)C. The product is [N+:14]([C:10]1[C:6]2[C:7](=[O:8])[NH:1][CH2:2][CH2:3][NH:4][C:5]=2[CH:13]=[CH:12][CH:11]=1)([O-:16])=[O:15]. The yield is 0.820. (7) The reactants are [Cl:1][C:2]1[CH:7]=[C:6]([OH:8])[C:5]([Cl:9])=[CH:4][C:3]=1[S:10](Cl)(=O)=O.OS(O)(=O)=O. The catalyst is [Zn].C1(C)C=CC=CC=1. The product is [Cl:9][C:5]1[CH:4]=[C:3]([SH:10])[C:2]([Cl:1])=[CH:7][C:6]=1[OH:8]. The yield is 0.540. (8) The reactants are [CH3:1][O:2][CH2:3][CH2:4][N:5]([CH2:20][CH2:21][O:22][CH3:23])[S:6]([C:9]1[C:14]([Cl:15])=[CH:13][CH:12]=[C:11]([N+:16]([O-:18])=[O:17])[C:10]=1Cl)(=[O:8])=[O:7].[H-].[Na+].[OH2:26]. No catalyst specified. The product is [CH3:1][O:2][CH2:3][CH2:4][N:5]([CH2:20][CH2:21][O:22][CH3:23])[S:6]([C:9]1[C:14]([Cl:15])=[CH:13][CH:12]=[C:11]([N+:16]([O-:18])=[O:17])[C:10]=1[OH:26])(=[O:8])=[O:7]. The yield is 0.550. (9) The reactants are [F:1][C:2]1[CH:9]=[CH:8][CH:7]=[CH:6][C:3]=1[C:4]#[N:5].Br[C:11]([CH3:18])([CH3:17])[C:12]([O:14][CH2:15][CH3:16])=[O:13].[BH4-].[Na+]. The catalyst is C1COCC1.BrC(C)(C)C(OCC)=O.[Zn]. The product is [NH2:5][CH:4]([C:3]1[CH:6]=[CH:7][CH:8]=[CH:9][C:2]=1[F:1])[C:11]([CH3:18])([CH3:17])[C:12]([O:14][CH2:15][CH3:16])=[O:13]. The yield is 0.810.